Dataset: TCR-epitope binding with 47,182 pairs between 192 epitopes and 23,139 TCRs. Task: Binary Classification. Given a T-cell receptor sequence (or CDR3 region) and an epitope sequence, predict whether binding occurs between them. (1) The epitope is NEGVKAAW. The TCR CDR3 sequence is CASSLTGSYGYTF. Result: 0 (the TCR does not bind to the epitope). (2) The epitope is DPFRLLQNSQVFS. The TCR CDR3 sequence is CASSLVSSGANVLTF. Result: 0 (the TCR does not bind to the epitope). (3) The epitope is LPRRSGAAGA. The TCR CDR3 sequence is CSVEGLVGNTIYF. Result: 0 (the TCR does not bind to the epitope). (4) The epitope is KAYNVTQAF. The TCR CDR3 sequence is CASSQDLRTANYGYTF. Result: 1 (the TCR binds to the epitope). (5) The epitope is GILGFVFTL. The TCR CDR3 sequence is CASSSHRGEGAFF. Result: 1 (the TCR binds to the epitope).